This data is from Forward reaction prediction with 1.9M reactions from USPTO patents (1976-2016). The task is: Predict the product of the given reaction. (1) Given the reactants Br[C:2]1[S:3][C:4]([C:7]([NH:9][CH2:10][C:11]2[C:20](=[O:21])[C:19]3[C:14](=[CH:15][C:16]([Cl:22])=[CH:17][CH:18]=3)[N:13]([C:23]3[CH:28]=[CH:27][CH:26]=[CH:25][CH:24]=3)[CH:12]=2)=[O:8])=[CH:5][N:6]=1.[OH:29][CH:30]1[CH2:35][CH2:34][NH:33][CH2:32][CH2:31]1, predict the reaction product. The product is: [Cl:22][C:16]1[CH:15]=[C:14]2[C:19]([C:20](=[O:21])[C:11]([CH2:10][NH:9][C:7]([C:4]3[S:3][C:2]([N:33]4[CH2:34][CH2:35][CH:30]([OH:29])[CH2:31][CH2:32]4)=[N:6][CH:5]=3)=[O:8])=[CH:12][N:13]2[C:23]2[CH:28]=[CH:27][CH:26]=[CH:25][CH:24]=2)=[CH:18][CH:17]=1. (2) Given the reactants [Br:1][C:2]1[CH:10]=[C:9]2[C:5]([C:6]([C:11]([O:13][CH2:14][CH3:15])=[O:12])=[N:7][NH:8]2)=[CH:4][CH:3]=1.C(N(CC)CC)C.[CH3:23][C:24]([O:27][C:28](O[C:28]([O:27][C:24]([CH3:26])([CH3:25])[CH3:23])=[O:29])=[O:29])([CH3:26])[CH3:25], predict the reaction product. The product is: [Br:1][C:2]1[CH:10]=[C:9]2[C:5]([C:6]([C:11]([O:13][CH2:14][CH3:15])=[O:12])=[N:7][N:8]2[C:28]([O:27][C:24]([CH3:26])([CH3:25])[CH3:23])=[O:29])=[CH:4][CH:3]=1. (3) Given the reactants [NH2:1][C:2]1[S:6][N:5]=[C:4]([CH3:7])[C:3]=1[C:8]([NH:10][C:11]1[CH:16]=[CH:15][CH:14]=[CH:13][C:12]=1[CH2:17][CH3:18])=[O:9].Cl[C:20]1[S:21][C:22]2[CH:28]=[CH:27][CH:26]=[CH:25][C:23]=2[N:24]=1.C(=O)([O-])[O-].[Cs+].[Cs+].CC1(C)C2C(=C(P(C3C=CC=CC=3)C3C=CC=CC=3)C=CC=2)OC2C(P(C3C=CC=CC=3)C3C=CC=CC=3)=CC=CC1=2, predict the reaction product. The product is: [S:21]1[C:22]2[CH:28]=[CH:27][CH:26]=[CH:25][C:23]=2[N:24]=[C:20]1[NH:1][C:2]1[S:6][N:5]=[C:4]([CH3:7])[C:3]=1[C:8]([NH:10][C:11]1[CH:16]=[CH:15][CH:14]=[CH:13][C:12]=1[CH2:17][CH3:18])=[O:9]. (4) Given the reactants [CH2:1]([O:4][C:5]1[CH:6]=[C:7]([N:14]2[CH2:19][CH2:18][N:17]([C:20](=[O:22])[CH3:21])[CH2:16][CH2:15]2)[CH:8]=[CH:9][C:10]=1[N+:11]([O-])=O)[CH2:2][CH3:3], predict the reaction product. The product is: [NH2:11][C:10]1[CH:9]=[CH:8][C:7]([N:14]2[CH2:19][CH2:18][N:17]([C:20](=[O:22])[CH3:21])[CH2:16][CH2:15]2)=[CH:6][C:5]=1[O:4][CH2:1][CH2:2][CH3:3]. (5) Given the reactants C([O:5][C:6]([CH:8]1[CH:14]([NH:15][C:16]([NH:18][CH2:19][C:20]2[CH:25]=[CH:24][CH:23]=[CH:22][CH:21]=2)=[O:17])[CH2:13][CH:12]=[CH:11][CH2:10][N:9]1[S:26]([C:29]1[CH:34]=[CH:33][C:32]([O:35][CH3:36])=[CH:31][CH:30]=1)(=[O:28])=[O:27])=[O:7])(C)(C)C.C(OC(C1C(NC(OCC2C=CC=CC=2)=O)CC=CCN1S(C1C=CC(OC)=CC=1)(=O)=O)=O)(C)(C)C, predict the reaction product. The product is: [CH2:19]([NH:18][C:16](=[O:17])[NH:15][CH:14]1[CH2:13][CH:12]=[CH:11][CH2:10][N:9]([S:26]([C:29]2[CH:30]=[CH:31][C:32]([O:35][CH3:36])=[CH:33][CH:34]=2)(=[O:28])=[O:27])[CH:8]1[C:6]([OH:7])=[O:5])[C:20]1[CH:21]=[CH:22][CH:23]=[CH:24][CH:25]=1.